From a dataset of Reaction yield outcomes from USPTO patents with 853,638 reactions. Predict the reaction yield, written as a fraction of the theoretical maximum amount of product (1.0 means a 100% yield; for example, 0.34 means a 34% yield). (1) The reactants are C(C1C=C([NH:10][C:11]([NH:13][C:14]2[CH:19]=[CH:18][C:17]([Cl:20])=[CH:16][CH:15]=2)=[O:12])N(C2C=C(C=CC=2)C(OCC)=O)N=1)(C)(C)C.[H-].[H-].[H-].[H-].[Li+].[Al+3]. The catalyst is C1COCC1. The product is [Cl:20][C:17]1[CH:16]=[CH:15][C:14]([NH:13][C:11](=[O:12])[NH2:10])=[CH:19][CH:18]=1. The yield is 0.970. (2) The reactants are [Li+].[CH3:2]C([N-]C(C)C)C.[Cl:9][C:10]1[CH:15]=[C:14]([I:16])[CH:13]=[C:12]([Cl:17])[CH:11]=1.COS(OC)(=O)=O. The catalyst is C1COCC1. The product is [Cl:9][C:10]1[CH:15]=[C:14]([I:16])[CH:13]=[C:12]([Cl:17])[C:11]=1[CH3:2]. The yield is 0.930.